This data is from NCI-60 drug combinations with 297,098 pairs across 59 cell lines. The task is: Regression. Given two drug SMILES strings and cell line genomic features, predict the synergy score measuring deviation from expected non-interaction effect. (1) Drug 1: CNC(=O)C1=CC=CC=C1SC2=CC3=C(C=C2)C(=NN3)C=CC4=CC=CC=N4. Drug 2: CC1=C(C(=CC=C1)Cl)NC(=O)C2=CN=C(S2)NC3=CC(=NC(=N3)C)N4CCN(CC4)CCO. Cell line: MALME-3M. Synergy scores: CSS=1.21, Synergy_ZIP=0.367, Synergy_Bliss=-1.30, Synergy_Loewe=-2.02, Synergy_HSA=-2.37. (2) Drug 1: CC1=C2C(C(=O)C3(C(CC4C(C3C(C(C2(C)C)(CC1OC(=O)C(C(C5=CC=CC=C5)NC(=O)OC(C)(C)C)O)O)OC(=O)C6=CC=CC=C6)(CO4)OC(=O)C)OC)C)OC. Drug 2: C1CCN(CC1)CCOC2=CC=C(C=C2)C(=O)C3=C(SC4=C3C=CC(=C4)O)C5=CC=C(C=C5)O. Cell line: LOX IMVI. Synergy scores: CSS=28.6, Synergy_ZIP=-1.73, Synergy_Bliss=-3.04, Synergy_Loewe=-28.9, Synergy_HSA=-1.40.